Dataset: Catalyst prediction with 721,799 reactions and 888 catalyst types from USPTO. Task: Predict which catalyst facilitates the given reaction. (1) Reactant: [OH:1][C:2]1[CH:9]=[CH:8][C:5]([CH:6]=[O:7])=[CH:4][CH:3]=1.[C:10]([N:17]1[CH2:22][CH2:21][NH:20][CH2:19][CH2:18]1)([O:12][C:13]([CH3:16])([CH3:15])[CH3:14])=[O:11].[CH2:23]=O. Product: [CH:6]([C:5]1[CH:4]=[CH:3][C:2]([OH:1])=[C:9]([CH2:23][N:20]2[CH2:19][CH2:18][N:17]([C:10]([O:12][C:13]([CH3:16])([CH3:15])[CH3:14])=[O:11])[CH2:22][CH2:21]2)[CH:8]=1)=[O:7]. The catalyst class is: 14. (2) Product: [Cl:1][C:2]1[CH:7]=[C:6]([F:8])[CH:5]=[CH:4][C:3]=1[CH:9]([CH2:14][CH:15]1[CH2:16][O:25]1)[C:10]([O:12][CH3:13])=[O:11]. The catalyst class is: 2. Reactant: [Cl:1][C:2]1[CH:7]=[C:6]([F:8])[CH:5]=[CH:4][C:3]=1[CH:9]([CH2:14][CH:15]=[CH2:16])[C:10]([O:12][CH3:13])=[O:11].ClC1C=CC=C(C(OO)=[O:25])C=1. (3) Reactant: [CH3:1][S-:2].[Na+].[CH:4]1([C:7]2[N:12]=[C:11](Cl)[C:10]([Cl:14])=[C:9]([C:15]([O:17][CH3:18])=[O:16])[N:8]=2)[CH2:6][CH2:5]1. Product: [Cl:14][C:10]1[C:11]([S:2][CH3:1])=[N:12][C:7]([CH:4]2[CH2:6][CH2:5]2)=[N:8][C:9]=1[C:15]([O:17][CH3:18])=[O:16]. The catalyst class is: 5.